This data is from Catalyst prediction with 721,799 reactions and 888 catalyst types from USPTO. The task is: Predict which catalyst facilitates the given reaction. (1) Reactant: [CH2:1]([O:3][C:4]([C:6]1[CH:7]=[C:8]([C:12]2[CH:17]=[CH:16][CH:15]=[CH:14][C:13]=2Br)[CH:9]=[CH:10][CH:11]=1)=[O:5])[CH3:2].[CH2:19]([O:26][C:27]1[CH:32]=[CH:31][CH:30]=[CH:29][C:28]=1B(O)O)[C:20]1[CH:25]=[CH:24][CH:23]=[CH:22][CH:21]=1.C(O)C.C(=O)([O-])[O-].[K+].[K+]. Product: [CH2:1]([O:3][C:4]([C:6]1[CH:7]=[C:8]([C:12]2[C:13]([C:28]3[CH:29]=[CH:30][CH:31]=[CH:32][C:27]=3[O:26][CH2:19][C:20]3[CH:21]=[CH:22][CH:23]=[CH:24][CH:25]=3)=[CH:14][CH:15]=[CH:16][CH:17]=2)[CH:9]=[CH:10][CH:11]=1)=[O:5])[CH3:2]. The catalyst class is: 109. (2) Reactant: [Br:1][C:2]1[CH:7]=[CH:6][C:5]([NH:8][C:9](=[NH:20])[C:10]([C:13]2[CH:18]=[CH:17][CH:16]=[CH:15][C:14]=2[F:19])([CH3:12])[CH3:11])=[CH:4][CH:3]=1.C([O-])(O)=O.[Na+].Br[CH2:27][C:28](=O)[C:29]([O:31][CH2:32][CH3:33])=[O:30]. Product: [Br:1][C:2]1[CH:3]=[CH:4][C:5]([N:8]2[CH:27]=[C:28]([C:29]([O:31][CH2:32][CH3:33])=[O:30])[N:20]=[C:9]2[C:10]([C:13]2[CH:18]=[CH:17][CH:16]=[CH:15][C:14]=2[F:19])([CH3:12])[CH3:11])=[CH:6][CH:7]=1. The catalyst class is: 1. (3) Reactant: [F:1][C:2]([F:33])([F:32])[O:3][C:4]1[CH:9]=[CH:8][C:7]([CH:10]2[CH2:15][N:14]([C:16](OC3C=CC([N+]([O-])=O)=CC=3)=[O:17])[CH2:13][CH:12]([C:28]([O:30][CH3:31])=[O:29])[CH2:11]2)=[CH:6][CH:5]=1.[OH:34][CH:35]1[CH2:40][CH2:39][NH:38][CH2:37][CH2:36]1.C(=O)([O-])[O-].[K+].[K+].CN(C=O)C. Product: [OH:34][CH:35]1[CH2:40][CH2:39][N:38]([C:16]([N:14]2[CH2:15][CH:10]([C:7]3[CH:8]=[CH:9][C:4]([O:3][C:2]([F:33])([F:32])[F:1])=[CH:5][CH:6]=3)[CH2:11][CH:12]([C:28]([O:30][CH3:31])=[O:29])[CH2:13]2)=[O:17])[CH2:37][CH2:36]1. The catalyst class is: 6. (4) The catalyst class is: 2. Reactant: [CH2:1]([C:3]1[S:37][C:6]2[N:7]([CH2:22][C:23]3[CH:28]=[CH:27][C:26]([C:29]4[C:30]([C:35]#[N:36])=[CH:31][CH:32]=[CH:33][CH:34]=4)=[CH:25][CH:24]=3)[C:8](=[O:21])[N:9]([CH2:12][CH2:13][N:14]3[CH:18]=[CH:17][N:16]=[C:15]3[CH2:19][OH:20])[C:10](=[O:11])[C:5]=2[CH:4]=1)[CH3:2].[C:38]([Si:42](Cl)([CH3:44])[CH3:43])([CH3:41])([CH3:40])[CH3:39].C(N(CC)CC)C. Product: [Si:42]([O:20][CH2:19][C:15]1[N:14]([CH2:13][CH2:12][N:9]2[C:10](=[O:11])[C:5]3[CH:4]=[C:3]([CH2:1][CH3:2])[S:37][C:6]=3[N:7]([CH2:22][C:23]3[CH:28]=[CH:27][C:26]([C:29]4[C:30]([C:35]#[N:36])=[CH:31][CH:32]=[CH:33][CH:34]=4)=[CH:25][CH:24]=3)[C:8]2=[O:21])[CH:18]=[CH:17][N:16]=1)([C:38]([CH3:41])([CH3:40])[CH3:39])([CH3:44])[CH3:43]. (5) The catalyst class is: 2. Product: [Cl:48][C:49]1[CH:50]=[CH:51][C:52]([CH:55]([C:57]2[CH:58]=[CH:59][CH:60]=[CH:61][CH:62]=2)[NH:56][C:18](=[O:20])[C:17]([C:14]2[CH:15]=[CH:16][C:10]3[O:9][C:8]([CH:7]([C:6]4[C:2]([CH3:1])=[N:3][O:4][C:5]=4[CH3:24])[OH:23])=[CH:12][C:11]=3[CH:13]=2)([CH3:22])[CH3:21])=[CH:53][CH:54]=1. Reactant: [CH3:1][C:2]1[C:6]([CH:7]([OH:23])[C:8]2[O:9][C:10]3[CH:16]=[CH:15][C:14]([C:17]([CH3:22])([CH3:21])[C:18]([OH:20])=O)=[CH:13][C:11]=3[CH:12]=2)=[C:5]([CH3:24])[O:4][N:3]=1.C1C=CC2N(O)N=NC=2C=1.C(Cl)CCl.CCN(C(C)C)C(C)C.[Cl:48][C:49]1[CH:54]=[CH:53][C:52]([CH:55]([C:57]2[CH:62]=[CH:61][CH:60]=[CH:59][CH:58]=2)[NH2:56])=[CH:51][CH:50]=1. (6) Reactant: N[C:2]1[CH:3]=[N:4][C:5]2[C:10]([CH:11]=1)=[CH:9][CH:8]=[CH:7][CH:6]=2.N([O-])=O.[Na+].[F:16][B-](F)(F)F.[H+]. Product: [F:16][C:2]1[CH:3]=[N:4][C:5]2[C:10]([CH:11]=1)=[CH:9][CH:8]=[CH:7][CH:6]=2. The catalyst class is: 6. (7) Reactant: [Br:1][C:2]1[CH:3]=[C:4]([O:12][C:13]([F:16])([F:15])[F:14])[C:5]([O:10][CH3:11])=[C:6]([CH:9]=1)C=O.[CH:17]([O:24][CH2:25][CH3:26])([O:21][CH2:22][CH3:23])OCC. Product: [Br:1][C:2]1[CH:3]=[C:4]([O:12][C:13]([F:14])([F:15])[F:16])[C:5]([O:10][CH3:11])=[C:6]([CH:17]([O:21][CH2:22][CH3:23])[O:24][CH2:25][CH3:26])[CH:9]=1. The catalyst class is: 81.